From a dataset of Forward reaction prediction with 1.9M reactions from USPTO patents (1976-2016). Predict the product of the given reaction. (1) The product is: [Cl:13][CH2:2][C:3]1[CH:8]=[CH:7][N:6]=[C:5]([C:9]#[N:10])[CH:4]=1. Given the reactants O[CH2:2][C:3]1[CH:8]=[CH:7][N:6]=[C:5]([C:9]#[N:10])[CH:4]=1.S(Cl)([Cl:13])=O, predict the reaction product. (2) The product is: [C:13]([O:12][C:10]([N:17]1[CH2:22][CH2:21][N:20]([C:2]2[CH:7]=[CH:6][C:5]([F:8])=[CH:4][C:3]=2[Cl:9])[CH2:19][CH2:18]1)=[O:11])([CH3:16])([CH3:14])[CH3:15]. Given the reactants Br[C:2]1[CH:7]=[CH:6][C:5]([F:8])=[CH:4][C:3]=1[Cl:9].[C:10]([N:17]1[CH2:22][CH2:21][NH:20][CH2:19][CH2:18]1)([O:12][C:13]([CH3:16])([CH3:15])[CH3:14])=[O:11], predict the reaction product.